From a dataset of Peptide-MHC class II binding affinity with 134,281 pairs from IEDB. Regression. Given a peptide amino acid sequence and an MHC pseudo amino acid sequence, predict their binding affinity value. This is MHC class II binding data. (1) The peptide sequence is ISQAVHAAHAEINE. The MHC is H-2-IAd with pseudo-sequence H-2-IAd. The binding affinity (normalized) is 0.503. (2) The peptide sequence is SEELRSLYNTVATLYCVHQ. The MHC is DRB1_0101 with pseudo-sequence DRB1_0101. The binding affinity (normalized) is 0.725. (3) The peptide sequence is GWYRPPFSRVVHLYR. The MHC is HLA-DPA10201-DPB10501 with pseudo-sequence HLA-DPA10201-DPB10501. The binding affinity (normalized) is 0.0602. (4) The peptide sequence is RLAVMGDVAWDFSSA. The MHC is DRB1_0701 with pseudo-sequence DRB1_0701. The binding affinity (normalized) is 0.187.